This data is from In vitro SARS-CoV-2 activity screen of 1,480 approved drugs from Prestwick library. The task is: Binary Classification. Given a drug SMILES string, predict its activity (active/inactive) in a high-throughput screening assay against a specified biological target. The compound is CC1(C(=O)[O-])CC[C@]2(C)CC[C@]3(C)C(=CC(=O)[C@@H]4[C@@]5(C)CC[C@H](OC(=O)CCC(=O)[O-])C(C)(C)C5CC[C@]43C)[C@@H]2C1.[Na+].[Na+]. The result is 0 (inactive).